Dataset: Full USPTO retrosynthesis dataset with 1.9M reactions from patents (1976-2016). Task: Predict the reactants needed to synthesize the given product. (1) Given the product [N+:10]([CH:13]1[CH2:14][CH2:3][C:4](=[O:7])[CH2:5][CH2:6]1)([O-:12])=[O:11], predict the reactants needed to synthesize it. The reactants are: C[Si](C)(C)[O:3][C:4](=[CH2:7])[CH:5]=[CH2:6].[N+:10]([CH:13]=[CH2:14])([O-:12])=[O:11].C1(C)C=CC=CC=1. (2) Given the product [CH2:22]([O:29][NH:30][C:1](=[O:7])[CH2:2][CH2:3][CH:4]=[CH2:5])[C:23]1[CH:28]=[CH:27][CH:26]=[CH:25][CH:24]=1, predict the reactants needed to synthesize it. The reactants are: [C:1]([OH:7])(=O)[CH2:2][CH2:3][CH:4]=[CH2:5].C(OC(Cl)=O)C.C(N(CC)CC)C.Cl.[CH2:22]([O:29][NH2:30])[C:23]1[CH:28]=[CH:27][CH:26]=[CH:25][CH:24]=1.